Task: Predict the reactants needed to synthesize the given product.. Dataset: Full USPTO retrosynthesis dataset with 1.9M reactions from patents (1976-2016) (1) Given the product [CH3:1][O:2][C:3]1[C:4]([CH2:13][N:14]2[CH:19]=[CH:18][CH:17]=[C:16]([C:20]([OH:22])=[O:21])[C:15]2=[O:25])=[CH:5][C:6]2[C:11]([CH:12]=1)=[CH:10][CH:9]=[CH:8][CH:7]=2, predict the reactants needed to synthesize it. The reactants are: [CH3:1][O:2][C:3]1[C:4]([CH2:13][N:14]2[CH:19]=[CH:18][CH:17]=[C:16]([C:20]([O:22]CC)=[O:21])[C:15]2=[O:25])=[CH:5][C:6]2[C:11]([CH:12]=1)=[CH:10][CH:9]=[CH:8][CH:7]=2. (2) Given the product [OH:26][C:24]1[CH:25]=[C:29]([C:30](=[O:27])/[CH:31]=[CH:32]\[NH:5][C:4]2[CH:6]=[C:7](/[CH:10]=[CH:11]\[C:12]3[CH:13]=[C:14]([O:22][CH3:23])[C:15]([O:20][CH3:21])=[C:16]([O:18][CH3:19])[CH:17]=3)[CH:8]=[CH:9][C:3]=2[O:2][CH3:1])[CH:28]=[CH:39][C:38]=1[O:37][CH3:34], predict the reactants needed to synthesize it. The reactants are: [CH3:1][O:2][C:3]1[CH:9]=[CH:8][C:7](/[CH:10]=[CH:11]\[C:12]2[CH:17]=[C:16]([O:18][CH3:19])[C:15]([O:20][CH3:21])=[C:14]([O:22][CH3:23])[CH:13]=2)=[CH:6][C:4]=1[NH2:5].[CH2:24]([OH:26])[CH3:25].[OH2:27].[CH3:28][CH2:29][CH2:30][CH2:31][CH2:32]C.[C:34]([O:37][CH2:38][CH3:39])(=O)C. (3) Given the product [F:30][C:27]1[CH:26]=[CH:25][C:24]([CH2:23][CH:18]2[CH2:17][NH:16][CH2:22][CH2:21][CH2:20][O:19]2)=[CH:29][CH:28]=1, predict the reactants needed to synthesize it. The reactants are: ClC1C=CC([C@@]2(O)CCN(CC[N:16]3[CH2:22][CH2:21][CH2:20][O:19][C@@H:18]([CH2:23][C:24]4[CH:29]=[CH:28][C:27]([F:30])=[CH:26][CH:25]=4)[CH2:17]3)CC2(C)C)=CC=1.ClC1C=CC([C@]2(O)CCN(CCN3CCCO[C@@H](CC4C=CC(F)=CC=4)C3)CC2(C)C)=CC=1. (4) Given the product [NH2:20][C:19]1[C:14]([NH:13][C@H:10]([C:7]2[CH:6]=[CH:5][C:4]([F:3])=[CH:9][CH:8]=2)[CH2:11][OH:12])=[N:15][C:16]([NH:23][C:24]2[CH:28]=[C:27]([CH3:29])[NH:26][N:25]=2)=[CH:17][CH:18]=1, predict the reactants needed to synthesize it. The reactants are: [Cl-].[NH4+].[F:3][C:4]1[CH:9]=[CH:8][C:7]([C@@H:10]([NH:13][C:14]2[C:19]([N+:20]([O-])=O)=[CH:18][CH:17]=[C:16]([NH:23][C:24]3[CH:28]=[C:27]([CH3:29])[NH:26][N:25]=3)[N:15]=2)[CH2:11][OH:12])=[CH:6][CH:5]=1.C([O-])(=O)C.[NH4+]. (5) Given the product [Br:21][C:22](=[CH2:23])[CH2:24][NH:14][CH2:13][C:12]1[CH:15]=[CH:16][C:17]([O:19][CH3:20])=[CH:18][C:11]=1[O:10][CH3:9], predict the reactants needed to synthesize it. The reactants are: C(N(CC)CC)C.Cl.[CH3:9][O:10][C:11]1[CH:18]=[C:17]([O:19][CH3:20])[CH:16]=[CH:15][C:12]=1[CH2:13][NH2:14].[Br:21][CH:22]([CH2:24]Br)[CH3:23].O. (6) Given the product [CH2:1]([C:3]1[N:12]([C:13]2[CH:18]=[CH:17][C:16]([O:19][CH2:20][CH2:21][CH2:22][N:25]3[CH2:30][CH2:29][CH2:28][CH2:27][CH2:26]3)=[CH:15][CH:14]=2)[C:11](=[O:24])[C:10]2[C:5](=[CH:6][CH:7]=[CH:8][CH:9]=2)[N:4]=1)[CH3:2], predict the reactants needed to synthesize it. The reactants are: [CH2:1]([C:3]1[N:12]([C:13]2[CH:18]=[CH:17][C:16]([O:19][CH2:20][CH2:21][CH2:22]Cl)=[CH:15][CH:14]=2)[C:11](=[O:24])[C:10]2[C:5](=[CH:6][CH:7]=[CH:8][CH:9]=2)[N:4]=1)[CH3:2].[NH:25]1[CH2:30][CH2:29][CH2:28][CH2:27][CH2:26]1.C(=O)([O-])[O-].[K+].[K+].[I-].[K+].